From a dataset of Full USPTO retrosynthesis dataset with 1.9M reactions from patents (1976-2016). Predict the reactants needed to synthesize the given product. (1) Given the product [NH:9]([C:12]([C:14]1[C:18]([CH3:19])=[CH:17][N:16]([C:20]2[C:29]3[C:24](=[CH:25][CH:26]=[CH:27][CH:28]=3)[N:23]=[CH:22][CH:21]=2)[CH:15]=1)=[O:13])[C:8]([NH2:10])=[NH:7], predict the reactants needed to synthesize it. The reactants are: C[O-].[Na+].CO.Cl.[NH2:7][C:8]([NH2:10])=[NH:9].Cl[C:12]([C:14]1[C:18]([CH3:19])=[CH:17][N:16]([C:20]2[C:29]3[C:24](=[CH:25][CH:26]=[CH:27][CH:28]=3)[N:23]=[CH:22][CH:21]=2)[CH:15]=1)=[O:13]. (2) Given the product [C:31]([C:28]1([C:24]2[CH:23]=[C:22]([CH:27]=[CH:26][CH:25]=2)[C:21]([NH:20][C:14]2[CH:15]=[CH:16][C:17]([O:18][CH3:19])=[C:12]([O:11][C:9]3[CH:8]=[CH:7][C:5]4[N:6]=[C:2]([NH:1][C:36](=[O:37])[CH2:35][N:44]5[CH2:45][CH2:46][N:41]([CH3:40])[CH2:42][CH2:43]5)[S:3][C:4]=4[CH:10]=3)[CH:13]=2)=[O:33])[CH2:30][CH2:29]1)#[N:32], predict the reactants needed to synthesize it. The reactants are: [NH2:1][C:2]1[S:3][C:4]2[CH:10]=[C:9]([O:11][C:12]3[CH:13]=[C:14]([NH:20][C:21](=[O:33])[C:22]4[CH:27]=[CH:26][CH:25]=[C:24]([C:28]5([C:31]#[N:32])[CH2:30][CH2:29]5)[CH:23]=4)[CH:15]=[CH:16][C:17]=3[O:18][CH3:19])[CH:8]=[CH:7][C:5]=2[N:6]=1.Cl[CH2:35][C:36](Cl)=[O:37].O.[CH3:40][N:41]1[CH2:46][CH2:45][NH:44][CH2:43][CH2:42]1. (3) Given the product [Cl:43][C:14]1[CH:16]=[C:10]([F:9])[C:11]([N:30]2[C:35](=[O:36])[CH:34]=[C:33]([C:37]([F:40])([F:39])[F:38])[N:32]([CH3:41])[C:31]2=[O:42])=[CH:12][C:13]=1[O:17][C:18]1[CH:23]=[CH:22][CH:21]=[CH:20][C:19]=1[O:24][CH2:25][C:26]([O:28][CH3:29])=[O:27], predict the reactants needed to synthesize it. The reactants are: N(OCCC(C)C)=O.[F:9][C:10]1[C:11]([N:30]2[C:35](=[O:36])[CH:34]=[C:33]([C:37]([F:40])([F:39])[F:38])[N:32]([CH3:41])[C:31]2=[O:42])=[CH:12][C:13]([O:17][C:18]2[CH:23]=[CH:22][CH:21]=[CH:20][C:19]=2[O:24][CH2:25][C:26]([O:28][CH3:29])=[O:27])=[C:14]([CH:16]=1)N.[ClH:43].